From a dataset of Full USPTO retrosynthesis dataset with 1.9M reactions from patents (1976-2016). Predict the reactants needed to synthesize the given product. Given the product [CH:38]([O:49][C:40]([O:41][CH:42]([O:22][C:21]([C:14]1[N:13]2[C:24](=[O:25])[CH:11]([NH:10][C:8](=[O:9])/[C:7](/[C:5]3[N:6]=[C:2]([NH2:1])[S:3][CH:4]=3)=[N:26]\[O:27][CH3:28])[C@H:12]2[S:17][CH2:16][C:15]=1[CH2:18][O:19][CH3:20])=[O:23])[CH3:43])=[O:48])([CH3:37])[CH3:39], predict the reactants needed to synthesize it. The reactants are: [NH2:1][C:2]1[S:3][CH:4]=[C:5](/[C:7](=[N:26]/[O:27][CH3:28])/[C:8]([NH:10][CH:11]2[C:24](=[O:25])[N:13]3[C:14]([C:21]([OH:23])=[O:22])=[C:15]([CH2:18][O:19][CH3:20])[CH2:16][S:17][C@H:12]23)=[O:9])[N:6]=1.N12[CH2:39][CH2:38][CH2:37]N=C1CCCCC2.[C:40](=[O:49])([O-:48])[O:41][C:42](CCI)(C)[CH3:43].C(OCC)(=O)C.